From a dataset of Catalyst prediction with 721,799 reactions and 888 catalyst types from USPTO. Predict which catalyst facilitates the given reaction. Reactant: [C:1]([C:4]1[CH:9]=[N:8][N:7]2[CH:10]=[C:11]([C:13]3[CH:14]=[N:15][C:16]([CH2:19][NH:20][C:21](=[O:25])[CH2:22][O:23][CH3:24])=[CH:17][CH:18]=3)[CH:12]=[C:6]2[C:5]=1[NH:26][C@H:27]1[C@@H:31]([CH2:32][CH3:33])[CH2:30][N:29](C(OCC2C=CC=CC=2)=O)[CH2:28]1)(=[O:3])[NH2:2].[Si](I)(C)(C)C. Product: [CH2:32]([C@H:31]1[CH2:30][NH:29][CH2:28][C@H:27]1[NH:26][C:5]1[C:6]2[N:7]([CH:10]=[C:11]([C:13]3[CH:14]=[N:15][C:16]([CH2:19][NH:20][C:21](=[O:25])[CH2:22][O:23][CH3:24])=[CH:17][CH:18]=3)[CH:12]=2)[N:8]=[CH:9][C:4]=1[C:1]([NH2:2])=[O:3])[CH3:33]. The catalyst class is: 10.